From a dataset of Full USPTO retrosynthesis dataset with 1.9M reactions from patents (1976-2016). Predict the reactants needed to synthesize the given product. Given the product [NH2:12][C:8]1[CH:7]=[C:6]2[C:11]([C:2]([OH:40])=[CH:3][CH:4]=[N:5]2)=[N:10][CH:9]=1, predict the reactants needed to synthesize it. The reactants are: Cl[C:2]1[CH:3]=[CH:4][N:5]=[C:6]2[C:11]=1[N:10]=[CH:9][C:8]([NH2:12])=[CH:7]2.ClC1C=CN=C2C=1N=CC(N=C(C1C=CC=CC=1)C1C=CC=CC=1)=C2.Cl.C(=O)(O)[O-:40].[Na+].